This data is from Reaction yield outcomes from USPTO patents with 853,638 reactions. The task is: Predict the reaction yield, written as a fraction of the theoretical maximum amount of product (1.0 means a 100% yield; for example, 0.34 means a 34% yield). (1) The yield is 0.840. The reactants are [Cl:1][C:2]1[C:7]([C:8]2[CH:13]=[CH:12][CH:11]=[CH:10][CH:9]=2)=[C:6]([N:14]2[CH2:19][CH2:18][CH:17]([CH3:20])[CH2:16][CH2:15]2)[N:5]=[C:4](S(C)(=O)=O)[N:3]=1.C(=O)([O-])[O-].[K+].[K+].[CH3:31][NH:32][C:33]#[N:34].C(OCC)(=O)C. The product is [Cl:1][C:2]1[C:7]([C:8]2[CH:13]=[CH:12][CH:11]=[CH:10][CH:9]=2)=[C:6]([N:14]2[CH2:19][CH2:18][CH:17]([CH3:20])[CH2:16][CH2:15]2)[N:5]=[C:4]([N:32]([C:33]#[N:34])[CH3:31])[N:3]=1. The catalyst is CN(C)C=O.O. (2) The reactants are [C:1]([C:5]1[CH:9]=[C:8]([NH:10][C:11]2[CH:19]=[C:18](F)[CH:17]=[CH:16][C:12]=2[C:13]([OH:15])=[O:14])[N:7]([C:21]2[CH:26]=[CH:25][CH:24]=[CH:23][C:22]=2[CH3:27])[N:6]=1)([CH3:4])([CH3:3])[CH3:2].[Li][N:29]([CH3:31])[CH3:30]. The catalyst is C1COCC1. The product is [C:1]([C:5]1[CH:9]=[C:8]([NH:10][C:11]2[CH:19]=[C:18]([N:29]([CH3:31])[CH3:30])[CH:17]=[CH:16][C:12]=2[C:13]([OH:15])=[O:14])[N:7]([C:21]2[CH:26]=[CH:25][CH:24]=[CH:23][C:22]=2[CH3:27])[N:6]=1)([CH3:4])([CH3:3])[CH3:2]. The yield is 0.150. (3) The reactants are Br[C:2]1[CH:7]=[CH:6][N:5]=[CH:4][CH:3]=1.[N:8]1([C:14]([O:16][C:17]([CH3:20])([CH3:19])[CH3:18])=[O:15])[CH2:13][CH2:12][NH:11][CH2:10][CH2:9]1.CC([O-])(C)C.[Na+].C1C=CC(P(C2C(C3C(P(C4C=CC=CC=4)C4C=CC=CC=4)=CC=C4C=3C=CC=C4)=C3C(C=CC=C3)=CC=2)C2C=CC=CC=2)=CC=1. The catalyst is C1(C)C=CC=CC=1.C(OCC)(=O)C.[Cl-].[Na+].O.CC([O-])=O.CC([O-])=O.[Pd+2].O. The product is [N:5]1[CH:6]=[CH:7][C:2]([N:11]2[CH2:10][CH2:9][N:8]([C:14]([O:16][C:17]([CH3:20])([CH3:19])[CH3:18])=[O:15])[CH2:13][CH2:12]2)=[CH:3][CH:4]=1. The yield is 0.470. (4) The reactants are [OH:1][CH:2]1[CH2:5][N:4]([C:6]2[O:7][CH:8]=[C:9]([C:11]([N:13]3[CH2:16][CH:15]([O:17][CH3:18])[CH2:14]3)=[O:12])[N:10]=2)[CH2:3]1.[CH3:19][S:20](Cl)(=[O:22])=[O:21].C(N(CC)CC)C. The catalyst is C(Cl)Cl. The product is [CH3:19][S:20]([O:1][CH:2]1[CH2:5][N:4]([C:6]2[O:7][CH:8]=[C:9]([C:11]([N:13]3[CH2:16][CH:15]([O:17][CH3:18])[CH2:14]3)=[O:12])[N:10]=2)[CH2:3]1)(=[O:22])=[O:21]. The yield is 0.940. (5) The reactants are [N+:1]([C:4]1[CH:5]=[C:6]([CH:9]=[CH:10][CH:11]=1)[CH2:7]Br)([O-:3])=[O:2].[P:12]([O:19]CC)([O:16][CH2:17][CH3:18])[O:13][CH2:14][CH3:15]. No catalyst specified. The product is [N+:1]([C:4]1[CH:5]=[C:6]([CH:9]=[CH:10][CH:11]=1)[CH2:7][P:12](=[O:19])([O:16][CH2:17][CH3:18])[O:13][CH2:14][CH3:15])([O-:3])=[O:2]. The yield is 1.00. (6) The reactants are [C:1]([O:5][C:6](=[O:20])[N:7]([CH2:10][C:11]1[CH:16]=[CH:15][C:14]([Cl:17])=[C:13]([CH:18]=O)[CH:12]=1)[CH2:8][CH3:9])([CH3:4])([CH3:3])[CH3:2].[CH:21]1([NH2:24])[CH2:23][CH2:22]1.CCN(CC)CC.[BH4-].[Na+].C([O-])(O)=O.[Na+]. The catalyst is CO. The product is [C:1]([O:5][C:6](=[O:20])[N:7]([CH2:10][C:11]1[CH:16]=[CH:15][C:14]([Cl:17])=[C:13]([CH2:18][NH:24][CH:21]2[CH2:23][CH2:22]2)[CH:12]=1)[CH2:8][CH3:9])([CH3:4])([CH3:3])[CH3:2]. The yield is 0.460.